From a dataset of Full USPTO retrosynthesis dataset with 1.9M reactions from patents (1976-2016). Predict the reactants needed to synthesize the given product. (1) Given the product [Br:18][CH2:10][C:4]1[CH:3]=[C:2]([Cl:1])[CH:9]=[CH:8][C:5]=1[C:6]#[N:7], predict the reactants needed to synthesize it. The reactants are: [Cl:1][C:2]1[CH:9]=[CH:8][C:5]([C:6]#[N:7])=[C:4]([CH3:10])[CH:3]=1.C1C(=O)N([Br:18])C(=O)C1. (2) Given the product [C:34]([N:21]1[CH2:20][CH2:19][C:17]2[N:18]=[C:13]([N:9]3[CH2:10][CH2:11][CH2:12][C@H:8]3[C:5]3[CH:6]=[CH:7][C:2]([CH3:1])=[CH:3][CH:4]=3)[N:14]=[C:15]([NH:23][C:24]3[S:25][C:26]([C:29]#[N:30])=[CH:27][N:28]=3)[C:16]=2[CH2:22]1)(=[O:35])[CH3:33], predict the reactants needed to synthesize it. The reactants are: [CH3:1][C:2]1[CH:7]=[CH:6][C:5]([C@@H:8]2[CH2:12][CH2:11][CH2:10][N:9]2[C:13]2[N:14]=[C:15]([NH:23][C:24]3[S:25][C:26]([C:29]#[N:30])=[CH:27][N:28]=3)[C:16]3[CH2:22][NH:21][CH2:20][CH2:19][C:17]=3[N:18]=2)=[CH:4][CH:3]=1.O.C1C[O:35][CH2:34][CH2:33]1. (3) Given the product [ClH:1].[NH2:2][C:3]1[NH:7][C:6]2[CH:8]=[C:9]([NH:12][C:13]([C@@H:15]3[CH:23]4[CH2:25][CH:20]([CH:21]=[CH:22]4)[C@@H:16]3[C:17]([OH:19])=[O:18])=[O:14])[CH:10]=[CH:11][C:5]=2[N:4]=1, predict the reactants needed to synthesize it. The reactants are: [ClH:1].[NH2:2][C:3]1[NH:7][C:6]2[CH:8]=[C:9]([NH:12][C:13]([C:15]3[CH:23]=[CH:22][CH:21]=[CH:20][C:16]=3[C:17]([OH:19])=[O:18])=[O:14])[CH:10]=[CH:11][C:5]=2[N:4]=1.N[C:25]1C=CC2N=C(N(C(OC(C)(C)C)=O)C(OC(C)(C)C)=O)N(C(OC(C)(C)C)=O)C=2C=1.C12CC(C=C1)C1C(OC(=O)C21)=O. (4) Given the product [CH3:13][O:14][CH:15]([O:18][CH3:19])[CH2:16][O:1][C:2]1[C:11]2[C:6](=[C:7]([O:12][CH2:16][CH:15]([O:18][CH3:19])[O:14][CH3:13])[CH:8]=[CH:9][CH:10]=2)[CH:5]=[CH:4][CH:3]=1, predict the reactants needed to synthesize it. The reactants are: [OH:1][C:2]1[C:11]2[C:6](=[C:7]([OH:12])[CH:8]=[CH:9][CH:10]=2)[CH:5]=[CH:4][CH:3]=1.[CH3:13][O:14][CH:15]([O:18][CH3:19])[CH2:16]Cl. (5) The reactants are: [Cl:1][C:2]1[CH:3]=[C:4]2[C:8](=[CH:9][CH:10]=1)[N:7]([CH2:11][CH2:12][CH2:13][S:14]([N:17]1[CH2:22][CH2:21][N:20](C(OC(C)(C)C)=O)[CH2:19][CH2:18]1)(=[O:16])=[O:15])[C:6]([CH2:30][N:31]1[C:35]3=[CH:36][N:37]=[CH:38][CH:39]=[C:34]3[C:33]3([CH2:41][CH2:40]3)[C:32]1=[O:42])=[CH:5]2.FC(F)(F)C(O)=O. Given the product [Cl:1][C:2]1[CH:3]=[C:4]2[C:8](=[CH:9][CH:10]=1)[N:7]([CH2:11][CH2:12][CH2:13][S:14]([N:17]1[CH2:22][CH2:21][NH:20][CH2:19][CH2:18]1)(=[O:16])=[O:15])[C:6]([CH2:30][N:31]1[C:35]3=[CH:36][N:37]=[CH:38][CH:39]=[C:34]3[C:33]3([CH2:41][CH2:40]3)[C:32]1=[O:42])=[CH:5]2, predict the reactants needed to synthesize it. (6) Given the product [N:21]1([CH2:20][CH2:19][N:14]2[CH:15]=[C:11]([B:6]3[O:7][C:8]([CH3:9])([CH3:10])[C:4]([CH3:16])([CH3:3])[O:5]3)[CH:12]=[N:13]2)[CH2:25][CH2:24][CH2:23][CH2:22]1, predict the reactants needed to synthesize it. The reactants are: [H-].[Na+].[CH3:3][C:4]1([CH3:16])[C:8]([CH3:10])([CH3:9])[O:7][B:6]([C:11]2[CH:12]=[N:13][NH:14][CH:15]=2)[O:5]1.Cl.Cl[CH2:19][CH2:20][N:21]1[CH2:25][CH2:24][CH2:23][CH2:22]1.O.